From a dataset of hERG potassium channel inhibition data for cardiac toxicity prediction from Karim et al.. Regression/Classification. Given a drug SMILES string, predict its toxicity properties. Task type varies by dataset: regression for continuous values (e.g., LD50, hERG inhibition percentage) or binary classification for toxic/non-toxic outcomes (e.g., AMES mutagenicity, cardiotoxicity, hepatotoxicity). Dataset: herg_karim. (1) The result is 1 (blocker). The drug is Cn1c(SCCCN2CC[C@]3(C[C@@H]3c3ccc(C(F)(F)F)cc3)C2)nnc1-c1ccc(C(N)=O)cc1. (2) The drug is CCCOC(c1ccc2ccccc2c1)C1CNC1. The result is 1 (blocker). (3) The compound is O=C(NC1CCCCC1)NS(=O)(=O)c1ccc(OCCCN2CCCC2)cc1. The result is 0 (non-blocker). (4) The drug is CCOCn1c(C2CCCN(C3CCOCC3)C2)nc2ccccc21. The result is 1 (blocker). (5) The drug is N[C@@H](CC(=O)N1CCC[C@H]1C(=O)NCc1ccc(CC(=O)O)cc1)Cc1ccc(F)c(F)c1. The result is 0 (non-blocker). (6) The compound is CCOC(=O)C1CCN(CCCCOc2ccc(S(N)(=O)=O)cc2)CC1. The result is 0 (non-blocker).